Dataset: Full USPTO retrosynthesis dataset with 1.9M reactions from patents (1976-2016). Task: Predict the reactants needed to synthesize the given product. (1) Given the product [Cl:27][C:28]1[CH:33]=[CH:32][CH:31]=[CH:30][C:29]=1[C:34]1[N:36]=[C:24]([CH:10]2[CH2:11][CH:12]([C:14]3[CH:19]=[CH:18][C:17]([C:20]([F:22])([F:21])[F:23])=[CH:16][CH:15]=3)[CH2:13][N:8]([C:6]([N:4]3[CH2:5][CH:2]([OH:1])[CH2:3]3)=[O:7])[CH2:9]2)[O:26][N:35]=1, predict the reactants needed to synthesize it. The reactants are: [OH:1][CH:2]1[CH2:5][N:4]([C:6]([N:8]2[CH2:13][CH:12]([C:14]3[CH:19]=[CH:18][C:17]([C:20]([F:23])([F:22])[F:21])=[CH:16][CH:15]=3)[CH2:11][CH:10]([C:24]([OH:26])=O)[CH2:9]2)=[O:7])[CH2:3]1.[Cl:27][C:28]1[CH:33]=[CH:32][CH:31]=[CH:30][C:29]=1[C:34](=[N:36]O)[NH2:35]. (2) The reactants are: [OH:1][C:2]1[CH:7]=[CH:6][C:5]([C:8]2([CH2:12][C:13]([O:15][CH2:16][CH3:17])=[O:14])[CH2:11][O:10][CH2:9]2)=[CH:4][CH:3]=1.[Br:18][C:19]1[CH:24]=[CH:23][CH:22]=[C:21]([CH2:25]Br)[CH:20]=1.C(=O)([O-])[O-].[Cs+].[Cs+]. Given the product [Br:18][C:19]1[CH:20]=[C:21]([CH:22]=[CH:23][CH:24]=1)[CH2:25][O:1][C:2]1[CH:7]=[CH:6][C:5]([C:8]2([CH2:12][C:13]([O:15][CH2:16][CH3:17])=[O:14])[CH2:9][O:10][CH2:11]2)=[CH:4][CH:3]=1, predict the reactants needed to synthesize it. (3) Given the product [NH2:1][C:2]1[C:3]2[CH:10]=[CH:9][N:8]([C@@H:11]3[O:26][C@H:25]([CH2:27][OH:28])[C@@H:14]([OH:15])[C@@:12]3([CH2:38][OH:39])[OH:13])[C:4]=2[N:5]=[CH:6][N:7]=1, predict the reactants needed to synthesize it. The reactants are: [NH2:1][C:2]1[C:3]2[CH:10]=[CH:9][N:8]([C@@H:11]3[O:26][C@H:25]([CH2:27][O:28]CC4C=CC(Cl)=CC=4Cl)[C@@H:14]([O:15]CC4C=CC(Cl)=CC=4Cl)[C@@:12]3([CH2:38][OH:39])[OH:13])[C:4]=2[N:5]=[CH:6][N:7]=1.